Predict which catalyst facilitates the given reaction. From a dataset of Catalyst prediction with 721,799 reactions and 888 catalyst types from USPTO. (1) Reactant: [CH3:1][N+:2]1([CH3:26])[C@@H:7]2[C@@H:8]3[O:10][C@@H:9]3[C@H:3]1[CH2:4][C@@H:5]([O:11][C:12]([C:14]([OH:25])([C:20]1[S:24][CH:23]=[CH:22][CH:21]=1)[C:15]1[S:19][CH:18]=[CH:17][CH:16]=1)=[O:13])[CH2:6]2.O.[Br-].C(=O)(O)[O-].[C:33]([OH:40])(=[O:39])/[CH:34]=[CH:35]/[C:36]([OH:38])=[O:37]. Product: [CH3:1][N+:2]1([CH3:26])[C@@H:3]2[C@@H:9]3[O:10][C@@H:8]3[C@H:7]1[CH2:6][C@@H:5]([O:11][C:12]([C:14]([OH:25])([C:15]1[S:19][CH:18]=[CH:17][CH:16]=1)[C:20]1[S:24][CH:23]=[CH:22][CH:21]=1)=[O:13])[CH2:4]2.[C:33]([O-:40])(=[O:39])/[CH:34]=[CH:35]/[C:36]([O-:38])=[O:37].[CH3:1][N+:2]1([CH3:26])[C@@H:3]2[C@@H:9]3[O:10][C@@H:8]3[C@H:7]1[CH2:6][C@@H:5]([O:11][C:12]([C:14]([OH:25])([C:15]1[S:19][CH:18]=[CH:17][CH:16]=1)[C:20]1[S:24][CH:23]=[CH:22][CH:21]=1)=[O:13])[CH2:4]2. The catalyst class is: 716. (2) Reactant: [S:1]1[CH:5]=[C:4]([C:6]([F:10])([F:9])[CH2:7][NH2:8])[C:3]2[CH:11]=[CH:12][CH:13]=[CH:14][C:2]1=2.[S:15](N)([NH2:18])(=[O:17])=[O:16]. Product: [S:1]1[CH:5]=[C:4]([C:6]([F:9])([F:10])[CH2:7][NH:8][S:15]([NH2:18])(=[O:17])=[O:16])[C:3]2[CH:11]=[CH:12][CH:13]=[CH:14][C:2]1=2. The catalyst class is: 12. (3) Reactant: [Br:1][C:2]1[CH:16]=[CH:15][C:5]2[C:6]3[C:12](=[N:13]O)[CH2:11][CH2:10][CH2:9][C:7]=3[O:8][C:4]=2[CH:3]=1.[OH-:17].[Na+]. Product: [Br:1][C:2]1[CH:16]=[CH:15][C:5]2[C:6]3[C:12](=[O:17])[NH:13][CH2:11][CH2:10][CH2:9][C:7]=3[O:8][C:4]=2[CH:3]=1. The catalyst class is: 6. (4) Reactant: [NH2:1][C:2]1[CH:23]=[CH:22][C:5]([O:6][C:7]2[CH:8]=[CH:9][C:10]3[N:11]([CH:13]=[C:14]([NH:16][C:17]([CH:19]4[CH2:21][CH2:20]4)=[O:18])[N:15]=3)[CH:12]=2)=[CH:4][C:3]=1[Cl:24].[F:25][C:26]1[CH:31]=[CH:30][C:29]([N:32]2[C:37]([CH3:38])=[CH:36][CH:35]=[C:34]([C:39](O)=[O:40])[C:33]2=[O:42])=[CH:28][CH:27]=1.C(N(CC)C(C)C)(C)C.CN(C(ON1N=NC2C=CC=NC1=2)=[N+](C)C)C.F[P-](F)(F)(F)(F)F. Product: [Cl:24][C:3]1[CH:4]=[C:5]([O:6][C:7]2[CH:8]=[CH:9][C:10]3[N:11]([CH:13]=[C:14]([NH:16][C:17]([CH:19]4[CH2:21][CH2:20]4)=[O:18])[N:15]=3)[CH:12]=2)[CH:22]=[CH:23][C:2]=1[NH:1][C:39]([C:34]1[C:33](=[O:42])[N:32]([C:29]2[CH:28]=[CH:27][C:26]([F:25])=[CH:31][CH:30]=2)[C:37]([CH3:38])=[CH:36][CH:35]=1)=[O:40]. The catalyst class is: 9.